Dataset: Forward reaction prediction with 1.9M reactions from USPTO patents (1976-2016). Task: Predict the product of the given reaction. (1) Given the reactants [CH:1]([C:4]1[CH:9]=[CH:8][C:7]([C:10]2([CH3:22])[C:14]3[CH:15]=[C:16]([NH2:21])[C:17]([CH3:20])=[C:18]([CH3:19])[C:13]=3[O:12][CH2:11]2)=[CH:6][CH:5]=1)([CH3:3])[CH3:2], predict the reaction product. The product is: [CH:1]([C:4]1[CH:9]=[CH:8][C:7]([C:10]2([CH3:22])[C:14]3[CH:15]=[C:16]([NH:21][C:13](=[O:12])[CH2:14][C:10]([CH3:22])([CH3:11])[CH3:7])[C:17]([CH3:20])=[C:18]([CH3:19])[C:13]=3[O:12][CH2:11]2)=[CH:6][CH:5]=1)([CH3:3])[CH3:2]. (2) Given the reactants C([O:3][C:4](=O)[CH2:5][CH2:6][N:7]1[CH:11]([CH3:12])[C:10]2[CH:13]=[C:14]([C:17]3[CH:22]=[CH:21][C:20]([C:23]4[C:31]5[C:26](=[CH:27][C:28]([F:32])=[CH:29][CH:30]=5)[N:25](C(OC(C)(C)C)=O)[CH:24]=4)=[CH:19][CH:18]=3)[CH:15]=[CH:16][C:9]=2[S:8]1(=[O:41])=[O:40])C.[CH3:43][NH2:44].CCO, predict the reaction product. The product is: [F:32][C:28]1[CH:27]=[C:26]2[C:31]([C:23]([C:20]3[CH:19]=[CH:18][C:17]([C:14]4[CH:15]=[CH:16][C:9]5[S:8](=[O:40])(=[O:41])[N:7]([CH2:6][CH2:5][C:4]([NH:44][CH3:43])=[O:3])[CH:11]([CH3:12])[C:10]=5[CH:13]=4)=[CH:22][CH:21]=3)=[CH:24][NH:25]2)=[CH:30][CH:29]=1. (3) Given the reactants C[O:2][C:3](=[O:43])[C@H:4]([OH:42])[CH2:5][NH:6][C:7](=[O:41])[C:8]1[CH:13]=[CH:12][C:11]([CH2:14][N:15]([C:29]2[CH:34]=[CH:33][C:32]([CH:35]3[CH2:40][CH2:39][CH2:38][CH2:37][CH2:36]3)=[CH:31][CH:30]=2)[C:16]([NH:18][C:19]2[CH:24]=[CH:23][CH:22]=[C:21]([C:25]([CH3:28])([CH3:27])[CH3:26])[CH:20]=2)=[O:17])=[CH:10][CH:9]=1.[OH-].[Na+], predict the reaction product. The product is: [C:25]([C:21]1[CH:20]=[C:19]([NH:18][C:16](=[O:17])[N:15]([CH2:14][C:11]2[CH:10]=[CH:9][C:8]([C:7]([NH:6][CH2:5][C@@H:4]([OH:42])[C:3]([OH:43])=[O:2])=[O:41])=[CH:13][CH:12]=2)[C:29]2[CH:34]=[CH:33][C:32]([CH:35]3[CH2:36][CH2:37][CH2:38][CH2:39][CH2:40]3)=[CH:31][CH:30]=2)[CH:24]=[CH:23][CH:22]=1)([CH3:28])([CH3:26])[CH3:27]. (4) Given the reactants [F:1][C:2]([F:23])([F:22])[C:3]1[CH:21]=[CH:20][CH:19]=[CH:18][C:4]=1[O:5][CH:6]1[CH2:11][CH2:10][N:9]([C:12]2[S:16][C:15](N)=[N:14][N:13]=2)[CH2:8][CH2:7]1.[C:24]([Cu])#[N:25].N(OC(C)(C)C)=O, predict the reaction product. The product is: [F:23][C:2]([F:22])([F:1])[C:3]1[CH:21]=[CH:20][CH:19]=[CH:18][C:4]=1[O:5][CH:6]1[CH2:7][CH2:8][N:9]([C:12]2[S:16][C:15]([C:24]#[N:25])=[N:14][N:13]=2)[CH2:10][CH2:11]1.